Dataset: Full USPTO retrosynthesis dataset with 1.9M reactions from patents (1976-2016). Task: Predict the reactants needed to synthesize the given product. (1) Given the product [CH2:1]([O:8][C:9]1[CH:10]=[C:11]2[C:15](=[CH:16][CH:17]=1)[N:14]([C:25]1[CH:30]=[CH:29][CH:28]=[CH:27][CH:26]=1)[C:13]([CH3:18])=[C:12]2[C:19]([O:21][CH2:22][CH3:23])=[O:20])[C:2]1[CH:3]=[CH:4][CH:5]=[CH:6][CH:7]=1, predict the reactants needed to synthesize it. The reactants are: [CH2:1]([O:8][C:9]1[CH:10]=[C:11]2[C:15](=[CH:16][CH:17]=1)[NH:14][C:13]([CH3:18])=[C:12]2[C:19]([O:21][CH2:22][CH3:23])=[O:20])[C:2]1[CH:7]=[CH:6][CH:5]=[CH:4][CH:3]=1.I[C:25]1[CH:30]=[CH:29][CH:28]=[CH:27][CH:26]=1.P([O-])([O-])([O-])=O.[K+].[K+].[K+].CNCCNC. (2) Given the product [CH:1]1([S:7]([C:10]2[CH:11]=[CH:12][C:13]([CH:16]=[O:17])=[CH:14][CH:15]=2)(=[O:9])=[O:8])[CH2:6][CH2:5][CH2:4][CH2:3][CH2:2]1, predict the reactants needed to synthesize it. The reactants are: [CH:1]1([S:7]([C:10]2[CH:15]=[CH:14][C:13]([CH:16](OC)[O:17]C)=[CH:12][CH:11]=2)(=[O:9])=[O:8])[CH2:6][CH2:5][CH2:4][CH2:3][CH2:2]1.S(=O)(=O)(O)O.C(=O)([O-])[O-].[K+].[K+].